From a dataset of Forward reaction prediction with 1.9M reactions from USPTO patents (1976-2016). Predict the product of the given reaction. (1) Given the reactants [Br:1][C:2]1[CH:3]=[C:4]([CH:8]=[CH:9][CH:10]=1)[C:5](O)=[O:6].C1N=C[N:13](C(N2C=NC=C2)=O)C=1.N, predict the reaction product. The product is: [Br:1][C:2]1[CH:3]=[C:4]([CH:8]=[CH:9][CH:10]=1)[C:5]([NH2:13])=[O:6]. (2) The product is: [Cl:11][C:3]1[CH:4]=[CH:5][C:6]([CH2:8][O:9][CH3:10])=[CH:7][C:2]=1[B:12]1[O:16][C:15]([CH3:18])([CH3:17])[C:14]([CH3:20])([CH3:19])[O:13]1. Given the reactants Br[C:2]1[CH:7]=[C:6]([CH2:8][O:9][CH3:10])[CH:5]=[CH:4][C:3]=1[Cl:11].[B:12]1([B:12]2[O:16][C:15]([CH3:18])([CH3:17])[C:14]([CH3:20])([CH3:19])[O:13]2)[O:16][C:15]([CH3:18])([CH3:17])[C:14]([CH3:20])([CH3:19])[O:13]1.C([O-])(=O)C.[K+], predict the reaction product. (3) Given the reactants Br[C:2]1[N:7]=[C:6]([O:8][CH3:9])[C:5](NC(=O)OC(C)(C)C)=[CH:4][CH:3]=1.IC.CC(C)([O-])C.[Na+].C(=[NH:39])(C1C=CC=CC=1)C1C=CC=CC=1.BrC1N=C(OC)[C:44]([N:49](C)[C:50](=[O:56])[O:51][C:52]([CH3:55])([CH3:54])[CH3:53])=CC=1, predict the reaction product. The product is: [NH2:39][C:2]1[N:7]=[C:6]([O:8][CH3:9])[C:5]([CH2:44][NH:49][C:50](=[O:56])[O:51][C:52]([CH3:55])([CH3:54])[CH3:53])=[CH:4][CH:3]=1.